This data is from Peptide-MHC class II binding affinity with 134,281 pairs from IEDB. The task is: Regression. Given a peptide amino acid sequence and an MHC pseudo amino acid sequence, predict their binding affinity value. This is MHC class II binding data. The peptide sequence is GKTFSVGTGNCTTNI. The MHC is HLA-DQA10501-DQB10302 with pseudo-sequence HLA-DQA10501-DQB10302. The binding affinity (normalized) is 0.247.